From a dataset of Forward reaction prediction with 1.9M reactions from USPTO patents (1976-2016). Predict the product of the given reaction. (1) Given the reactants [CH3:1][O:2][C:3]([C@@H:5]1[CH2:9][C@@H:8]([S:10]([C:13]2[CH:18]=[CH:17][CH:16]=[CH:15][C:14]=2[C:19]([F:22])([F:21])[F:20])(=[O:12])=[O:11])[CH2:7][N:6]1[C:23](=O)[CH2:24][C:25]([CH:27]1[CH2:29][CH2:28]1)=[O:26])=[O:4].COC1C=CC(P2(SP(C3C=CC(OC)=CC=3)(=S)S2)=[S:40])=CC=1, predict the reaction product. The product is: [CH3:1][O:2][C:3]([C@@H:5]1[CH2:9][C@@H:8]([S:10]([C:13]2[CH:18]=[CH:17][CH:16]=[CH:15][C:14]=2[C:19]([F:22])([F:21])[F:20])(=[O:12])=[O:11])[CH2:7][N:6]1[C:23](=[S:40])[CH2:24][C:25]([CH:27]1[CH2:29][CH2:28]1)=[O:26])=[O:4]. (2) Given the reactants [CH3:1][C:2]([O:5][C:6]([N:8]1[CH2:13][CH2:12][N:11]([CH2:14][C:15]2[CH:20]=[CH:19][C:18]([CH:21]([CH3:25])[C:22](O)=[O:23])=[CH:17][CH:16]=2)[CH2:10][C@@H:9]1[CH3:26])=[O:7])([CH3:4])[CH3:3].[CH2:27]1CCC(N=C=NC2CCCCC2)CC1.ON1C2C=CC=CC=2N=N1.[F:52][C:53]1[CH:58]=[CH:57][C:56]([NH:59][CH:60]2[CH2:65][CH2:64][NH:63][CH2:62][CH2:61]2)=[CH:55][CH:54]=1.C(O)C(N)(CO)CO.[N-]=C=O, predict the reaction product. The product is: [F:52][C:53]1[CH:58]=[CH:57][C:56]([NH:59][CH:60]2[CH2:65][CH2:64][N:63]([C:22](=[O:23])[CH:21]([C:18]3[CH:17]=[CH:16][C:15]([CH2:14][N:11]4[CH2:12][C@H:13]([CH3:27])[N:8]([C:6]([O:5][C:2]([CH3:4])([CH3:1])[CH3:3])=[O:7])[C@H:9]([CH3:26])[CH2:10]4)=[CH:20][CH:19]=3)[CH3:25])[CH2:62][CH2:61]2)=[CH:55][CH:54]=1. (3) Given the reactants Br[C:2]1[CH:7]=[CH:6][CH:5]=[C:4]([O:8][C:9]2[CH:14]=[CH:13][CH:12]=[CH:11][CH:10]=2)[CH:3]=1.[Li]CCCC.[CH3:20][C:21]1[CH:26]=[CH:25][C:24]([S:27]([O:30][CH2:31][C:32]2([CH2:39][O:40][S:41]([C:44]3[CH:49]=[CH:48][C:47]([CH3:50])=[CH:46][CH:45]=3)(=[O:43])=[O:42])[CH2:37][CH2:36][C:35](=[O:38])[CH2:34][CH2:33]2)(=[O:29])=[O:28])=[CH:23][CH:22]=1, predict the reaction product. The product is: [CH3:20][C:21]1[CH:26]=[CH:25][C:24]([S:27]([O:30][CH2:31][C:32]2([CH2:39][O:40][S:41]([C:44]3[CH:45]=[CH:46][C:47]([CH3:50])=[CH:48][CH:49]=3)(=[O:43])=[O:42])[CH2:33][CH2:34][C:35]([OH:38])([C:2]3[CH:7]=[CH:6][CH:5]=[C:4]([O:8][C:9]4[CH:14]=[CH:13][CH:12]=[CH:11][CH:10]=4)[CH:3]=3)[CH2:36][CH2:37]2)(=[O:28])=[O:29])=[CH:23][CH:22]=1.